This data is from Full USPTO retrosynthesis dataset with 1.9M reactions from patents (1976-2016). The task is: Predict the reactants needed to synthesize the given product. Given the product [Cl:18][C:15]1[CH:16]=[C:7]([C:3]2[CH:2]=[N:1][CH:6]=[CH:5][CH:4]=2)[CH:8]=[C:9]2[C:14]=1[NH:13][C:12](=[O:17])[CH2:11][CH2:10]2, predict the reactants needed to synthesize it. The reactants are: [N:1]1[CH:6]=[CH:5][CH:4]=[C:3]([C:7]2[CH:8]=[C:9]3[C:14](=[CH:15][CH:16]=2)[NH:13][C:12](=[O:17])[CH2:11][CH2:10]3)[CH:2]=1.[Cl:18]N1C(=O)CCC1=O.